Dataset: Full USPTO retrosynthesis dataset with 1.9M reactions from patents (1976-2016). Task: Predict the reactants needed to synthesize the given product. Given the product [F:16][CH:10]1[CH:11]([OH:15])[CH:12]([F:14])[CH2:13][NH:8][CH2:9]1, predict the reactants needed to synthesize it. The reactants are: C(OC([N:8]1[CH2:13][CH:12]([F:14])[CH:11]([OH:15])[CH:10]([F:16])[CH2:9]1)=O)(C)(C)C.